This data is from Blood-brain barrier permeability classification from the B3DB database. The task is: Regression/Classification. Given a drug SMILES string, predict its absorption, distribution, metabolism, or excretion properties. Task type varies by dataset: regression for continuous measurements (e.g., permeability, clearance, half-life) or binary classification for categorical outcomes (e.g., BBB penetration, CYP inhibition). Dataset: b3db_classification. The molecule is C#C[C@](O)(C=CCl)CC. The result is 1 (penetrates BBB).